Task: Predict which catalyst facilitates the given reaction.. Dataset: Catalyst prediction with 721,799 reactions and 888 catalyst types from USPTO (1) Reactant: [C:1]([O:4][C:5]1([C:8]([OH:10])=O)[CH2:7][CH2:6]1)(=[O:3])[CH3:2].[C:11]([O:15][C:16]([N:18]1[CH2:22][CH2:21][CH2:20][C@H:19]1[C:23](=[NH:26])[NH:24]O)=[O:17])([CH3:14])([CH3:13])[CH3:12].C(N=C=NC(C)C)(C)C. Product: [C:11]([O:15][C:16]([N:18]1[CH2:22][CH2:21][CH2:20][C@H:19]1[C:23]1[N:26]=[C:8]([C:5]2([O:4][C:1](=[O:3])[CH3:2])[CH2:6][CH2:7]2)[O:10][N:24]=1)=[O:17])([CH3:14])([CH3:12])[CH3:13]. The catalyst class is: 4. (2) Reactant: Br[C:2]1[CH:3]=[C:4]2[C:9](=[N:10][CH:11]=1)[N:8]=[C:7]([C:12]([F:15])([F:14])[F:13])[C:6]([C:16]([O:18][CH2:19][CH3:20])=[O:17])=[CH:5]2.C(=O)([O-])[O-].[Cs+].[Cs+].C(=[NH:40])(C1C=CC=CC=1)C1C=CC=CC=1.C1([PH2](C2C=CC=CC=2)C2C3OC4C(=CC=CC=4[PH2](C4C=CC=CC=4)C4C=CC=CC=4)C(C)(C)C=3C=CC=2)C=CC=CC=1. Product: [NH2:40][C:2]1[CH:3]=[C:4]2[C:9](=[N:10][CH:11]=1)[N:8]=[C:7]([C:12]([F:15])([F:14])[F:13])[C:6]([C:16]([O:18][CH2:19][CH3:20])=[O:17])=[CH:5]2. The catalyst class is: 160. (3) Reactant: Br[C:2]1[C:10]2[C:5](=[N:6][C:7]([O:11][CH2:12][C:13]3[CH:18]=[CH:17][CH:16]=[CH:15][N:14]=3)=[CH:8][CH:9]=2)[N:4]([CH3:19])[CH:3]=1.[O:20]=[C:21]1[NH:26][CH2:25][CH2:24][N:23]([C:27]([O:29][CH3:30])=[O:28])[CH2:22]1.P([O-])([O-])([O-])=O.[K+].[K+].[K+].CNCCNC. Product: [CH3:19][N:4]1[C:5]2=[N:6][C:7]([O:11][CH2:12][C:13]3[CH:18]=[CH:17][CH:16]=[CH:15][N:14]=3)=[CH:8][CH:9]=[C:10]2[C:2]([N:26]2[CH2:25][CH2:24][N:23]([C:27]([O:29][CH3:30])=[O:28])[CH2:22][C:21]2=[O:20])=[CH:3]1. The catalyst class is: 185.